This data is from PAMPA (Parallel Artificial Membrane Permeability Assay) permeability data from NCATS. The task is: Regression/Classification. Given a drug SMILES string, predict its absorption, distribution, metabolism, or excretion properties. Task type varies by dataset: regression for continuous measurements (e.g., permeability, clearance, half-life) or binary classification for categorical outcomes (e.g., BBB penetration, CYP inhibition). Dataset: pampa_ncats. The compound is COC1=C(C=C(C=C1)NC(=O)C2=CC=CN2)[S+](=O)(NC3=CC=C(C=C3)Br)[O-]. The result is 1 (high permeability).